Dataset: Peptide-MHC class I binding affinity with 185,985 pairs from IEDB/IMGT. Task: Regression. Given a peptide amino acid sequence and an MHC pseudo amino acid sequence, predict their binding affinity value. This is MHC class I binding data. The peptide sequence is FLPGQYMNI. The MHC is HLA-A69:01 with pseudo-sequence HLA-A69:01. The binding affinity (normalized) is 0.445.